This data is from Experimentally validated miRNA-target interactions with 360,000+ pairs, plus equal number of negative samples. The task is: Binary Classification. Given a miRNA mature sequence and a target amino acid sequence, predict their likelihood of interaction. (1) The protein sequence of the target gene is MASSPELPTEDEQGSWGIDDLHISLQAEQEDTQKKAFTCWINSQLARHTSPSVISDLFTDIKKGHVLLDLLEVLSGQQLPRDKGSNTFQCRINIEHALTFLRNRSIKLINIHVTDIIDGNPSIILGLIWTIILHFHIEKLAQTLSCNYNQPSLDDVSVVDSSPASSPPAKKCSKVQARWQMSARKALLLWAQEQCATYESVNVTDFKSSWRNGMAFLAIIHALRPDLIDMKSVKHRSNKDNLREAFRIAEQELKIPRLLEPEDVDVVDPDEKSIMTYVAQFLQYSKDAPGTGEEAQGKVK.... The miRNA is hsa-miR-193b-3p with sequence AACUGGCCCUCAAAGUCCCGCU. Result: 1 (interaction). (2) The miRNA is hsa-miR-124-3p with sequence UAAGGCACGCGGUGAAUGCCAA. The protein sequence of the target gene is MREYKVVVLGSGGVGKSALTVQFVTGTFIEKYDPTIEDFYRKEIEVDSSPSVLEILDTAGTEQFASMRDLYIKNGQGFILVYSLVNQQSFQDIKPMRDQIIRVKRYEKVPVILVGNKVDLESEREVSSSEGRALAEEWGCPFMETSAKSKTMVDELFAEIVRQMNYAAQPDKDDPCCSACNIQ. Result: 1 (interaction). (3) The protein sequence of the target gene is MLTPAFDLSQDPDFLTIAIRVPYARVSEFDVYFEGSDFKFYAKPYFLRLTLPGRIVENGSEQGSYDADKGIFTIRLPKETPGQHFEGLNMLTALLAPRKSRTAKPLVEEIGASEIPEEVVDDEEFDWEIEQTPCEEVSESALNPQCHYGFGNLRSGVLQRLQDELSDVIDIKDPDFTPAAERRQKRLAAELAKFDPDHYLADFFEDEAIEQILKYNPWWTDKYSKMMAFLEKSQEQENHATLVSFSEEEKYQLRKFVNKSYLLDKRACRQVCYSLIDILLAYCYETRVTEGEKNVESAWN.... Result: 0 (no interaction). The miRNA is hsa-miR-3689f with sequence UGUGAUAUCGUGCUUCCUGGGA. (4) The miRNA is hsa-miR-4714-5p with sequence AACUCUGACCCCUUAGGUUGAU. The protein sequence of the target gene is MRKLFSFGRRLGQALLSSMDQEYAGPGYDIRDWELRKIHRAAIKGDAAEVERCLTRRFRDLDARDRKDRTVLHLACAHGRVQVVTLLLHRRCQIDICDRLNRTPLMKAVHSQEEACAIVLLECGANPNIEDIYGNTALHYAVYNKGTSLAERLLSHHANIEALNKEGNTPLLFAINSRRQHMVEFLLKNQANIHAVDNFKRTALILAVQHNLSSIVTLLLQQNIRISSQDMFGQTAEDYALCSDLRSIRQQILEHKNKMLKNHLRNDNQETAAMKPANLKKRKERAKAEHNLKVASEEKQ.... Result: 1 (interaction). (5) Result: 1 (interaction). The miRNA is hsa-miR-665 with sequence ACCAGGAGGCUGAGGCCCCU. The protein sequence of the target gene is MRNRMAPENPQPDPFINRNYSNMKVIPPQDPASPSFTLLSKLECSGTVSAYCSLNLPGSTDPPTSASRVAATTAIRRRHKERTSFTHQQYEELEALFSQTMFPDRNLQEKLALRLDLPESTVKVWFRNRRFKLKKQQQQQSAKQRNQILPSKKNVPTSPRTSPSPYAFSPVISDFYSSLPSQPLDPSNWAWNSTFTESSTSDFQMQDTQWERLVASVPALYSDAYDIFQIIELYNLPDENEISSSSFHCLYQYLSPTKYQVGGQGSSLSIFAGPAVGLSPAQTWPNMTSQAFEAYSLTDS.... (6) The miRNA is hsa-miR-6764-3p with sequence UCUCUGGUCUUUCCUUGACAG. The protein sequence of the target gene is MAAAKAEMQLMSPLQISDPFGSFPHSPTMDNYPKLEEMMLLSNGAPQFLGAAGTPEGSGGNSSSSTSSGGGGGGGSNSGSSAFNPQGEPSEQPYEHLTTESFSDIALNNEKAMVETSYPSQTTRLPPITYTGRFSLEPAPNSGNTLWPEPLFSLVSGLVSMTNPPTSSSSAPSPAASSSSSASQSPPLSCAVPSNDSSPIYSAAPTFPTPNTDIFPEPQSQAFPGSAGTALQYPPPAYPATKGGFQVPMIPDYLFPQQQGDLSLGTPDQKPFQGLENRTQQPSLTPLSTIKAFATQSGSQ.... Result: 0 (no interaction). (7) The miRNA is mmu-miR-3569-3p with sequence UCAGUCUGCGCUCCUCUCCAGC. The protein sequence of the target gene is MTTYLEFIQQNEERDGVRFSWNVWPSSRLEATRMVVPVAALFTPLKERPDLPPIQYEPVLCSRTTCRAVLNPLCQVDYRAKLWACNFCYQRNQFPPTYAGISELNQPAELLPQFSSIEYVVLRGPQMPLIFLYVVDTCIEDEDLQALKESMQMSLSLLPPTALVGLITFGRMVQVHELGCEGISKSYVFRGTKDLSAKQLQEMLGLSKVPVTQATRGPQVQQPPPSNRFLQPVQKIDMNLTDLLGELQRDPWPVPQGKRPLRSSGVALSIAVGLLECTFPNTGARIMMFIGGPATQGPGM.... Result: 0 (no interaction).